From a dataset of Peptide-MHC class II binding affinity with 134,281 pairs from IEDB. Regression. Given a peptide amino acid sequence and an MHC pseudo amino acid sequence, predict their binding affinity value. This is MHC class II binding data. (1) The MHC is HLA-DQA10301-DQB10302 with pseudo-sequence HLA-DQA10301-DQB10302. The binding affinity (normalized) is 0.191. The peptide sequence is KHIVWASRELERFAV. (2) The peptide sequence is YTDVFSLDPTFTIETT. The MHC is DRB1_1101 with pseudo-sequence DRB1_1101. The binding affinity (normalized) is 0.295. (3) The peptide sequence is GEKKLNNLDPMTNSG. The MHC is DRB1_0101 with pseudo-sequence DRB1_0101. The binding affinity (normalized) is 0.488. (4) The peptide sequence is PIVKDASIQVVSAIR. The MHC is HLA-DQA10501-DQB10201 with pseudo-sequence HLA-DQA10501-DQB10201. The binding affinity (normalized) is 0.283. (5) The peptide sequence is KKGAGGITIKKTGQA. The MHC is HLA-DQA10301-DQB10302 with pseudo-sequence HLA-DQA10301-DQB10302. The binding affinity (normalized) is 0.0470. (6) The MHC is HLA-DQA10201-DQB10202 with pseudo-sequence HLA-DQA10201-DQB10202. The peptide sequence is TANVPPADKYKTLEA. The binding affinity (normalized) is 0.499. (7) The peptide sequence is RYANPIAFFRKEPLK. The binding affinity (normalized) is 0.311. The MHC is DRB3_0202 with pseudo-sequence DRB3_0202.